Dataset: M1 muscarinic receptor antagonist screen with 61,756 compounds. Task: Binary Classification. Given a drug SMILES string, predict its activity (active/inactive) in a high-throughput screening assay against a specified biological target. (1) The compound is O=c1[nH]c(=O)n(c(N)c1NCCC=1CCCCC1)Cc1ccccc1. The result is 0 (inactive). (2) The drug is s1c(nnc1NC(=O)c1noc(c1)C)c1ccccc1. The result is 0 (inactive). (3) The drug is O1c2cc(C(=O)N(C(C)C)Cc3onc(n3)c3ccccc3)ccc2OC1. The result is 0 (inactive). (4) The result is 0 (inactive). The drug is Clc1c(S(=O)(=O)N2CCCCC2)cc(c(N2CCOCC2)c1)C(=O)N1CCOCC1. (5) The compound is S(=O)(=O)(N1CCC(CC1)C(=O)N1CCN(CC1)C(OCC)=O)CC. The result is 0 (inactive).